This data is from hERG Central: cardiac toxicity at 1µM, 10µM, and general inhibition. The task is: Predict hERG channel inhibition at various concentrations. (1) The molecule is Cc1cc(C(=O)CN2C(=O)NC3(CCCCC3)C2=O)c(C)n1-c1ccc2c(c1)OCO2. Results: hERG_inhib (hERG inhibition (general)): blocker. (2) The molecule is O=C(c1ccc(C(F)(F)F)cc1)C1CCCN(C2CCSCC2)C1. Results: hERG_inhib (hERG inhibition (general)): blocker.